Dataset: Forward reaction prediction with 1.9M reactions from USPTO patents (1976-2016). Task: Predict the product of the given reaction. Given the reactants [CH3:1][O:2][C:3]1[CH:4]=[CH:5][C:6]([C:15]2[CH:27]=[CH:26][C:25]3[C:24]4[C:19](=[CH:20][CH:21]=[CH:22][CH:23]=4)[C:18]4([C:39]5[CH:38]=[CH:37][CH:36]=[CH:35][C:34]=5[C:33]5C4=[CH:29][CH:30]=[CH:31][CH:32]=5)[C:17]=3[CH:16]=2)=[C:7]([C:9]2[CH:14]=[CH:13][CH:12]=[CH:11][CH:10]=2)[CH:8]=1.[CH3:40]O, predict the reaction product. The product is: [CH3:1][O:2][C:3]1[CH:8]=[C:7]2[C:6](=[CH:5][CH:4]=1)[C:15]1[C:16](=[CH:17][C:25]3[C:26](=[C:40]4[C:23]([CH:24]=3)=[CH:22][CH:21]=[CH:20][C:19]34[C:33]4[CH:32]=[CH:31][CH:30]=[CH:29][C:34]=4[C:35]4[C:18]3=[CH:39][CH:38]=[CH:37][CH:36]=4)[CH:27]=1)[C:14]1[C:9]2=[CH:10][CH:11]=[CH:12][CH:13]=1.